Dataset: Full USPTO retrosynthesis dataset with 1.9M reactions from patents (1976-2016). Task: Predict the reactants needed to synthesize the given product. (1) Given the product [C:1]([NH:17][CH2:18][C:19]1[CH:20]=[C:21]([NH:25][C:26](=[O:43])[C:27]([NH:29][C:30]2[CH:35]=[CH:34][C:33]([C:36]3[O:40][CH:39]=[N:38][CH:37]=3)=[C:32]([O:41][CH3:42])[CH:31]=2)=[O:28])[CH:22]=[CH:23][CH:24]=1)(=[O:8])[C:2]1[CH:7]=[CH:6][CH:5]=[CH:4][CH:3]=1, predict the reactants needed to synthesize it. The reactants are: [C:1](Cl)(=[O:8])[C:2]1[CH:7]=[CH:6][CH:5]=[CH:4][CH:3]=1.FC(F)(F)C(O)=O.[NH2:17][CH2:18][C:19]1[CH:20]=[C:21]([NH:25][C:26](=[O:43])[C:27]([NH:29][C:30]2[CH:35]=[CH:34][C:33]([C:36]3[O:40][CH:39]=[N:38][CH:37]=3)=[C:32]([O:41][CH3:42])[CH:31]=2)=[O:28])[CH:22]=[CH:23][CH:24]=1.C(N(CC)CC)C. (2) Given the product [CH3:10][C:9]([CH3:12])([CH3:11])[C:8]#[C:7][C:5]1[S:4][C:3]([C:13]([O:15][CH3:16])=[O:14])=[C:2]([NH:17][C@@H:18]([CH2:27][O:28][CH3:29])[C:19]([N:21]2[CH2:26][CH2:25][O:24][CH2:23][CH2:22]2)=[O:20])[CH:6]=1, predict the reactants needed to synthesize it. The reactants are: Br[C:2]1[CH:6]=[C:5]([C:7]#[C:8][C:9]([CH3:12])([CH3:11])[CH3:10])[S:4][C:3]=1[C:13]([O:15][CH3:16])=[O:14].[NH2:17][C@@H:18]([CH2:27][O:28][CH3:29])[C:19]([N:21]1[CH2:26][CH2:25][O:24][CH2:23][CH2:22]1)=[O:20].C1(P(C2CCCCC2)C2C=CC=CC=2C2C(OC)=CC=CC=2OC)CCCCC1.C(=O)([O-])[O-].[Cs+].[Cs+]. (3) The reactants are: Br[C:2]1[CH:7]=[CH:6][C:5]([C:8]2([C:11]([N:13]3[CH2:17][CH2:16][C:15]4([C:25]5[CH:24]=[CH:23][N:22]=[CH:21][C:20]=5[C:19](=[O:26])[O:18]4)[CH2:14]3)=[O:12])[CH2:10][CH2:9]2)=[CH:4][CH:3]=1.[NH:27]1[C:35]2[C:30](=[CH:31][CH:32]=[CH:33][CH:34]=2)[CH:29]=[N:28]1.C1(C)C=CC=CC=1.CN[C@H]1CCCC[C@@H]1NC.P([O-])([O-])([O-])=O.[K+].[K+].[K+]. Given the product [N:27]1[N:28]([C:2]2[CH:7]=[CH:6][C:5]([C:8]3([C:11]([N:13]4[CH2:17][CH2:16][C@@:15]5([C:25]6[CH:24]=[CH:23][N:22]=[CH:21][C:20]=6[C:19](=[O:26])[O:18]5)[CH2:14]4)=[O:12])[CH2:10][CH2:9]3)=[CH:4][CH:3]=2)[CH:29]=[C:30]2[C:35]=1[CH:34]=[CH:33][CH:32]=[CH:31]2, predict the reactants needed to synthesize it. (4) Given the product [F:1][C:2]1[CH:3]=[CH:4][C:5]([C:6]([NH:18][C:19]2[CH:28]=[C:27]3[C:22]([C:23](=[O:35])[N:24]4[CH2:34][CH2:33][CH2:32][CH2:31][CH2:30][CH2:29][C:25]4=[N:26]3)=[CH:21][CH:20]=2)=[O:8])=[CH:9][CH:10]=1, predict the reactants needed to synthesize it. The reactants are: [F:1][C:2]1[CH:10]=[CH:9][C:5]([C:6]([OH:8])=O)=[CH:4][CH:3]=1.CCN(CC)CC.[NH2:18][C:19]1[CH:28]=[C:27]2[C:22]([C:23](=[O:35])[N:24]3[CH2:34][CH2:33][CH2:32][CH2:31][CH2:30][CH2:29][C:25]3=[N:26]2)=[CH:21][CH:20]=1.